Dataset: Catalyst prediction with 721,799 reactions and 888 catalyst types from USPTO. Task: Predict which catalyst facilitates the given reaction. (1) Reactant: [OH:1][CH2:2][C:3]1([CH2:9][OH:10])[CH2:8][O:7][CH2:6][O:5][CH2:4]1.[F:11][C:12]1[CH:17]=[CH:16][C:15]([C:18]2[O:19][CH:20]=[C:21]([CH2:23]I)[N:22]=2)=[CH:14][CH:13]=1.[H-].[Na+].FC1C=CC(C2OC=C(CO[C@@H]3CCC[C@H](OCC4C=CC=C(C)C=4C(OC)=O)C3)N=2)=CC=1. Product: [F:11][C:12]1[CH:13]=[CH:14][C:15]([C:18]2[O:19][CH:20]=[C:21]([CH2:23][O:1][CH2:2][C:3]3([CH2:9][OH:10])[CH2:8][O:7][CH2:6][O:5][CH2:4]3)[N:22]=2)=[CH:16][CH:17]=1. The catalyst class is: 3. (2) Reactant: [I:1][C:2]1[CH:8]=[CH:7][C:5]([NH2:6])=[C:4]([N+:9]([O-])=O)[CH:3]=1.O.O.Cl[Sn]Cl. Product: [I:1][C:2]1[CH:3]=[C:4]([NH2:9])[C:5]([NH2:6])=[CH:7][CH:8]=1. The catalyst class is: 33. (3) Reactant: Br[C:2]1[CH:3]=[C:4]([NH:10][C:11]2[CH:16]=[CH:15][C:14]([C:17]([N:19]3[CH2:24][CH2:23][O:22][CH2:21][CH2:20]3)=[O:18])=[CH:13][N:12]=2)[C:5](=[O:9])[N:6]([CH3:8])[CH:7]=1.[CH3:25][N:26]([CH3:53])[C:27]1[CH:28]=[C:29]2[C:34](=[CH:35][CH:36]=1)[C:33](=[O:37])[N:32]([C:38]1[CH:43]=[CH:42][CH:41]=[C:40](B3OC(C)(C)C(C)(C)O3)[CH:39]=1)[CH2:31][CH2:30]2.C(=O)([O-])[O-].[Na+].[Na+]. Product: [CH3:25][N:26]([CH3:53])[C:27]1[CH:28]=[C:29]2[C:34](=[CH:35][CH:36]=1)[C:33](=[O:37])[N:32]([C:38]1[CH:43]=[CH:42][CH:41]=[C:40]([C:2]3[CH:3]=[C:4]([NH:10][C:11]4[CH:16]=[CH:15][C:14]([C:17]([N:19]5[CH2:24][CH2:23][O:22][CH2:21][CH2:20]5)=[O:18])=[CH:13][N:12]=4)[C:5](=[O:9])[N:6]([CH3:8])[CH:7]=3)[CH:39]=1)[CH2:31][CH2:30]2. The catalyst class is: 108. (4) Product: [CH2:41]([N:48]1[CH2:52][C:51]([CH2:27][CH:28]=[O:29])=[CH:50][NH:49]1)[C:42]1[CH:47]=[CH:46][CH:45]=[CH:44][CH:43]=1. Reactant: [Cl-].COC[P+](C1C=CC=CC=1)(C1C=CC=CC=1)C1C=CC=CC=1.CCO[CH2:27][CH2:28][OH:29].C(=O)=O.[Li+].CC([N-]C(C)C)C.[CH2:41]([N:48]1[CH2:52][C:51](C=O)=[CH:50][NH:49]1)[C:42]1[CH:47]=[CH:46][CH:45]=[CH:44][CH:43]=1.Cl.C([O-])([O-])=O.[K+].[K+]. The catalyst class is: 20.